This data is from Reaction yield outcomes from USPTO patents with 853,638 reactions. The task is: Predict the reaction yield, written as a fraction of the theoretical maximum amount of product (1.0 means a 100% yield; for example, 0.34 means a 34% yield). (1) The reactants are [CH2:1]([O:4][CH2:5][CH:6]=[O:7])[CH:2]=[CH2:3].[CH3:8][O:9][CH:10]([O:16][CH3:17])[CH2:11][O:12][CH2:13][CH:14]=[CH2:15].[OH:18][CH2:19][C:20](CO)(CO)[CH2:21]O.CC1C=CC(S(O)(=O)=O)=CC=1. No catalyst specified. The product is [CH2:1]([O:4][CH2:5][CH:6]1[O:18][CH2:19][C:20]2([CH2:17][O:16][CH:10]([CH2:11][O:12][CH2:13][CH:14]=[CH2:15])[O:9][CH2:8]2)[CH2:21][O:7]1)[CH:2]=[CH2:3]. The yield is 0.450. (2) The reactants are [OH-].[Na+].C([O:5][C:6](=[O:26])[CH2:7][CH2:8][CH2:9][CH2:10][CH2:11][CH2:12][N:13]1[CH:17]=[CH:16][C:15]([C:18]2[CH:23]=[CH:22][CH:21]=[CH:20][C:19]=2[O:24][CH3:25])=[N:14]1)C. The catalyst is CO. The product is [CH3:25][O:24][C:19]1[CH:20]=[CH:21][CH:22]=[CH:23][C:18]=1[C:15]1[CH:16]=[CH:17][N:13]([CH2:12][CH2:11][CH2:10][CH2:9][CH2:8][CH2:7][C:6]([OH:26])=[O:5])[N:14]=1. The yield is 0.890.